Task: Predict which catalyst facilitates the given reaction.. Dataset: Catalyst prediction with 721,799 reactions and 888 catalyst types from USPTO (1) Reactant: [Mg].[Br:2][C:3]1[CH:8]=[C:7]([CH2:9]Br)[CH:6]=[CH:5][C:4]=1[F:11].II.C[O:15][C:16]([C:18]1[C:23]([C:24]([O:26][CH3:27])=[O:25])=[CH:22][CH:21]=[CH:20][N:19]=1)=O. Product: [Br:2][C:3]1[CH:8]=[C:7]([CH2:9][C:16]([C:18]2[N:19]=[CH:20][CH:21]=[CH:22][C:23]=2[C:24]([O:26][CH3:27])=[O:25])=[O:15])[CH:6]=[CH:5][C:4]=1[F:11]. The catalyst class is: 469. (2) The catalyst class is: 34. Reactant: Cl.[CH3:2][O:3][C:4]1[CH:5]=[C:6]([C:12]2[C:13]([CH3:25])([CH3:24])[C:14](=[O:23])[N:15]([CH:17]3[CH2:22][CH2:21][NH:20][CH2:19][CH2:18]3)[N:16]=2)[CH:7]=[CH:8][C:9]=1[O:10][CH3:11].C(=O)([O-])[O-].[K+].[K+].[Cl:32][CH2:33][C:34](Cl)=[O:35].C(O)(=O)C. Product: [Cl:32][CH2:33][C:34]([N:20]1[CH2:21][CH2:22][CH:17]([N:15]2[C:14](=[O:23])[C:13]([CH3:25])([CH3:24])[C:12]([C:6]3[CH:7]=[CH:8][C:9]([O:10][CH3:11])=[C:4]([O:3][CH3:2])[CH:5]=3)=[N:16]2)[CH2:18][CH2:19]1)=[O:35]. (3) Reactant: C(N(CC)CC)C.[CH3:8][C@@H:9]1[CH2:14][NH:13][CH2:12][CH2:11][NH:10]1.[C:15]([O:19][C:20](O[C:20]([O:19][C:15]([CH3:18])([CH3:17])[CH3:16])=[O:21])=[O:21])([CH3:18])([CH3:17])[CH3:16]. Product: [C:15]([O:19][C:20]([N:13]1[CH2:12][CH2:11][NH:10][C@H:9]([CH3:8])[CH2:14]1)=[O:21])([CH3:18])([CH3:17])[CH3:16]. The catalyst class is: 4. (4) Reactant: C(Cl)(=O)C(Cl)=O.CS(C)=O.[Cl:11][C:12]1[CH:17]=[CH:16][C:15]([C:18]2[CH2:23][CH2:22][CH2:21][CH2:20][C:19]=2[CH2:24][OH:25])=[CH:14][CH:13]=1.C(N(CC)CC)C. Product: [Cl:11][C:12]1[CH:13]=[CH:14][C:15]([C:18]2[CH2:23][CH2:22][CH2:21][CH2:20][C:19]=2[CH:24]=[O:25])=[CH:16][CH:17]=1. The catalyst class is: 363. (5) Reactant: [Br:1][C:2]1[CH:7]=[CH:6][CH:5]=[CH:4][C:3]=1[CH2:8][C:9](=O)[CH2:10][NH:11][C:12]([C:14]1[CH:45]=[C:17]2[N:18]=[C:19]([CH3:44])[C:20]([C@H:33]([O:39][C:40]([CH3:43])([CH3:42])[CH3:41])[C:34]([O:36][CH2:37][CH3:38])=[O:35])=[C:21]([N:22]3[CH2:27][CH2:26][C:25](/[CH:29]=[CH:30]/[CH:31]=[CH2:32])([CH3:28])[CH2:24][CH2:23]3)[N:16]2[N:15]=1)=O.COC1C=CC(P2(SP(C3C=CC(OC)=CC=3)(=S)S2)=[S:56])=CC=1. Product: [Br:1][C:2]1[CH:7]=[CH:6][CH:5]=[CH:4][C:3]=1[CH2:8][C:9]1[S:56][C:12]([C:14]2[CH:45]=[C:17]3[N:18]=[C:19]([CH3:44])[C:20]([C@H:33]([O:39][C:40]([CH3:43])([CH3:42])[CH3:41])[C:34]([O:36][CH2:37][CH3:38])=[O:35])=[C:21]([N:22]4[CH2:27][CH2:26][C:25](/[CH:29]=[CH:30]/[CH:31]=[CH2:32])([CH3:28])[CH2:24][CH2:23]4)[N:16]3[N:15]=2)=[N:11][CH:10]=1. The catalyst class is: 11. (6) Reactant: [C:1]([O:5][C:6](=[O:36])[NH:7][C:8]1[CH:13]=[C:12]([C:14]#[N:15])[CH:11]=[C:10]([N:16]2[CH2:21][CH2:20][N:19]([CH:22]3[CH2:25][O:24][CH2:23]3)[CH:18]([CH2:26][O:27][Si](C(C)(C)C)(C)C)[CH2:17]2)[C:9]=1[Cl:35])([CH3:4])([CH3:3])[CH3:2].CCCC[N+](CCCC)(CCCC)CCCC.[F-]. Product: [C:1]([O:5][C:6](=[O:36])[NH:7][C:8]1[CH:13]=[C:12]([C:14]#[N:15])[CH:11]=[C:10]([N:16]2[CH2:21][CH2:20][N:19]([CH:22]3[CH2:23][O:24][CH2:25]3)[CH:18]([CH2:26][OH:27])[CH2:17]2)[C:9]=1[Cl:35])([CH3:4])([CH3:2])[CH3:3]. The catalyst class is: 49. (7) Reactant: [CH3:1][C:2]1[N:7]=[C:6]2[NH:8][C:9](=[O:11])[O:10][C:5]2=[CH:4][CH:3]=1.[CH3:12][N:13]1[CH2:18][CH2:17][N:16]([C:19]2[CH:20]=[N:21][C:22]([C:25]3[CH:26]=[C:27]([CH2:31]O)[CH:28]=[CH:29][CH:30]=3)=[N:23][CH:24]=2)[CH2:15][CH2:14]1.C1(P(C2C=CC=CC=2)C2C=CC=CC=2)C=CC=CC=1.N(C(OC(C)(C)C)=O)=NC(OC(C)(C)C)=O. Product: [CH3:1][C:2]1[N:7]=[C:6]2[N:8]([CH2:31][C:27]3[CH:28]=[CH:29][CH:30]=[C:25]([C:22]4[N:23]=[CH:24][C:19]([N:16]5[CH2:15][CH2:14][N:13]([CH3:12])[CH2:18][CH2:17]5)=[CH:20][N:21]=4)[CH:26]=3)[C:9](=[O:11])[O:10][C:5]2=[CH:4][CH:3]=1. The catalyst class is: 3. (8) Reactant: C[O:2][C:3](=O)[C:4]1[CH:9]=[CH:8][C:7]([C:10]2[N:11]([C:26]3[CH:31]=[CH:30][C:29]([Cl:32])=[CH:28][CH:27]=3)[C:12](=[O:25])[C:13]3[CH:18]=[N:17][N:16]([C:19]4[CH:24]=[CH:23][CH:22]=[CH:21][CH:20]=4)[C:14]=3[N:15]=2)=[CH:6][CH:5]=1.[OH-].[Na+].[CH3:36]O.[NH4+].[Cl-]. Product: [C:3]([C:4]1[CH:9]=[CH:8][C:7]([C:10]2[N:11]([C:26]3[CH:31]=[CH:30][C:29]([Cl:32])=[CH:28][CH:27]=3)[C:12](=[O:25])[C:13]3[CH:18]=[N:17][N:16]([C:19]4[CH:20]=[CH:21][CH:22]=[CH:23][CH:24]=4)[C:14]=3[N:15]=2)=[CH:6][CH:5]=1)(=[O:2])[CH3:36]. The catalyst class is: 12. (9) Reactant: Cl[C:2]1[CH:3]=[C:4]([CH:9]=[CH:10][N:11]=1)[C:5]([O:7][CH3:8])=[O:6].[Cl-].[F:13][C:14]1[CH:21]=[CH:20][C:17]([CH2:18][Zn+])=[CH:16][CH:15]=1. Product: [F:13][C:14]1[CH:21]=[CH:20][C:17]([CH2:18][C:2]2[CH:3]=[C:4]([CH:9]=[CH:10][N:11]=2)[C:5]([O:7][CH3:8])=[O:6])=[CH:16][CH:15]=1. The catalyst class is: 176.